Predict which catalyst facilitates the given reaction. From a dataset of Catalyst prediction with 721,799 reactions and 888 catalyst types from USPTO. Reactant: [CH3:1][NH2:2].Br[CH2:4][C:5]1[CH:15]=[CH:14][CH:13]=[C:12]([O:16][CH3:17])[C:6]=1[C:7](OCC)=[O:8]. Product: [CH3:17][O:16][C:12]1[CH:13]=[CH:14][CH:15]=[C:5]2[C:6]=1[C:7](=[O:8])[N:2]([CH3:1])[CH2:4]2. The catalyst class is: 5.